From a dataset of Rat liver microsome stability data. Regression/Classification. Given a drug SMILES string, predict its absorption, distribution, metabolism, or excretion properties. Task type varies by dataset: regression for continuous measurements (e.g., permeability, clearance, half-life) or binary classification for categorical outcomes (e.g., BBB penetration, CYP inhibition). Dataset: rlm. (1) The compound is O=C1CCCC2=C1C(c1[nH]ncc1Cl)NC(Nc1nc3cccc(Cl)c3o1)=N2. The result is 1 (stable in rat liver microsomes). (2) The compound is CC(=O)NC(SC(=S)N(C)C)C(Cl)(Cl)Cl. The result is 1 (stable in rat liver microsomes). (3) The molecule is CCOc1ccc(CCNC(=O)c2cc3sccc3n2Cc2ccccn2)cc1OCC. The result is 1 (stable in rat liver microsomes). (4) The compound is Nc1ncnc2c1c(-c1cnc3[nH]ccc3c1)nn2C1CCCC1. The result is 1 (stable in rat liver microsomes). (5) The drug is COc1cccc(CNc2ccc(S(=O)(=O)Nc3ccc(C4CCNCC4)cc3)cc2)c1O. The result is 1 (stable in rat liver microsomes). (6) The compound is CN1CCN(C(=O)c2cc3cc(Cl)ccc3[nH]2)CC1. The result is 1 (stable in rat liver microsomes).